From a dataset of Forward reaction prediction with 1.9M reactions from USPTO patents (1976-2016). Predict the product of the given reaction. (1) Given the reactants [OH:1][C:2]1[N:6]([C:7]2[CH:15]=[CH:14][C:10]([C:11]([OH:13])=O)=[CH:9][N:8]=2)[N:5]=[CH:4][C:3]=1[C:16]1[CH:21]=[CH:20][N:19]=[C:18]([O:22][CH3:23])[CH:17]=1.Cl.[CH3:25][O:26][CH2:27][C:28]1([NH2:31])[CH2:30][CH2:29]1, predict the reaction product. The product is: [OH:1][C:2]1[N:6]([C:7]2[CH:15]=[CH:14][C:10]([C:11]([NH:31][C:28]3([CH2:27][O:26][CH3:25])[CH2:30][CH2:29]3)=[O:13])=[CH:9][N:8]=2)[N:5]=[CH:4][C:3]=1[C:16]1[CH:21]=[CH:20][N:19]=[C:18]([O:22][CH3:23])[CH:17]=1. (2) The product is: [Cl:14][C:15]1[N:20]=[C:19]([N:6]2[CH2:7][CH:8]([CH2:9][CH3:10])[C:4]([CH:1]3[CH2:2][CH2:3]3)([C:12]#[N:13])[C:5]2=[O:11])[CH:18]=[CH:17][N:16]=1. Given the reactants [CH:1]1([C:4]2([C:12]#[N:13])[CH:8]([CH2:9][CH3:10])[CH2:7][NH:6][C:5]2=[O:11])[CH2:3][CH2:2]1.[Cl:14][C:15]1[N:20]=[C:19](Cl)[CH:18]=[CH:17][N:16]=1.C(=O)([O-])[O-].[Cs+].[Cs+].C1(P(C2C=CC=CC=2)C2C3OC4C(=CC=CC=4P(C4C=CC=CC=4)C4C=CC=CC=4)C(C)(C)C=3C=CC=2)C=CC=CC=1, predict the reaction product.